From a dataset of Reaction yield outcomes from USPTO patents with 853,638 reactions. Predict the reaction yield, written as a fraction of the theoretical maximum amount of product (1.0 means a 100% yield; for example, 0.34 means a 34% yield). (1) The reactants are [F:1][C:2]([F:32])([F:31])[O:3][C:4]1[CH:9]=[CH:8][C:7]([N:10]2[CH:14]=[N:13][C:12]([C:15]3[CH:30]=[CH:29][C:18]([CH2:19][CH2:20][NH:21]C(=O)OC(C)(C)C)=[CH:17][CH:16]=3)=[N:11]2)=[CH:6][CH:5]=1.FC(F)(F)C(O)=O. The catalyst is ClCCl. The product is [F:32][C:2]([F:1])([F:31])[O:3][C:4]1[CH:5]=[CH:6][C:7]([N:10]2[CH:14]=[N:13][C:12]([C:15]3[CH:30]=[CH:29][C:18]([CH2:19][CH2:20][NH2:21])=[CH:17][CH:16]=3)=[N:11]2)=[CH:8][CH:9]=1. The yield is 0.880. (2) The reactants are [O:1]1[CH:5]=[CH:4][CH:3]=[C:2]1[CH2:6][C:7]([OH:9])=O.C1C=CC2N(O)N=NC=2C=1.CCN(C(C)C)C(C)C.[CH3:29][O:30][C:31](=[O:45])[C:32]1[CH:37]=[CH:36][C:35]([NH:38][CH:39]([CH2:42][CH3:43])[CH2:40][CH3:41])=[C:34]([NH2:44])[CH:33]=1. The catalyst is CN(C=O)C.O.C(Cl)CCl. The product is [CH3:29][O:30][C:31](=[O:45])[C:32]1[CH:37]=[CH:36][C:35]([NH:38][CH:39]([CH2:40][CH3:41])[CH2:42][CH3:43])=[C:34]([NH:44][C:7](=[O:9])[CH2:6][C:2]2[O:1][CH:5]=[CH:4][CH:3]=2)[CH:33]=1. The yield is 0.870. (3) The yield is 0.830. The catalyst is CO.C(OCC)(=O)C. The reactants are [I-].[CH2:2]([C:6]1[N:7]([C:27]2[CH:32]=[CH:31][CH:30]=[CH:29][CH:28]=2)[C:8]2[C:13](/[C:14](=[CH:16]\[C:17]3[S:18][C:19]4[CH:26]=[CH:25][CH:24]=[CH:23][C:20]=4[N+:21]=3[CH3:22])/[CH:15]=1)=[CH:12][CH:11]=[CH:10][CH:9]=2)[CH2:3][CH2:4][CH3:5].[BH4-].[Na+]. The product is [CH2:2]([C:6]1[N:7]([C:27]2[CH:32]=[CH:31][CH:30]=[CH:29][CH:28]=2)[C:8]2[C:13](/[C:14](=[CH:16]\[CH:17]3[N:21]([CH3:22])[C:20]4[CH:23]=[CH:24][CH:25]=[CH:26][C:19]=4[S:18]3)/[CH:15]=1)=[CH:12][CH:11]=[CH:10][CH:9]=2)[CH2:3][CH2:4][CH3:5]. (4) The reactants are [Br:1][C:2]1[N:3]=[C:4]([NH:9][CH:10]([C:12]2[CH:13]=[C:14]3[C:19](=[CH:20][CH:21]=2)[N:18]=[CH:17][CH:16]=[CH:15]3)[CH3:11])[C:5]([NH2:8])=[N:6][CH:7]=1.C[N:23](C=O)C. No catalyst specified. The product is [Br:1][C:2]1[N:3]=[C:4]2[N:9]([CH:10]([C:12]3[CH:13]=[C:14]4[C:19](=[CH:20][CH:21]=3)[N:18]=[CH:17][CH:16]=[CH:15]4)[CH3:11])[N:23]=[N:8][C:5]2=[N:6][CH:7]=1. The yield is 0.720. (5) The reactants are [F:1][C:2]([F:13])([F:12])[C:3]1[N:4]=[C:5]2[CH:10]=[N:9][CH:8]=[CH:7][N:6]2[CH:11]=1. The catalyst is CO.[Pd]. The product is [F:12][C:2]([F:1])([F:13])[C:3]1[N:4]=[C:5]2[CH2:10][NH:9][CH2:8][CH2:7][N:6]2[CH:11]=1. The yield is 0.958. (6) The reactants are [OH:1][N:2]1[C:6](=[O:7])[C:5]2=[CH:8][CH:9]=[CH:10][CH:11]=[C:4]2[C:3]1=[O:12].C(N(CC)CC)C.Br[CH2:21][C:22]([O:24][C:25]([CH3:28])([CH3:27])[CH3:26])=[O:23]. The catalyst is ClCCl.C(Cl)(Cl)Cl. The product is [O:7]=[C:6]1[C:5]2[C:4](=[CH:11][CH:10]=[CH:9][CH:8]=2)[C:3](=[O:12])[N:2]1[O:1][CH2:21][C:22]([O:24][C:25]([CH3:28])([CH3:27])[CH3:26])=[O:23]. The yield is 0.960. (7) The reactants are [CH:1]([N:4]1[C:8]([C:9]2[N:18]=[C:17]3[N:11]([CH2:12][CH2:13][O:14][C:15]4[CH:22]=[C:21]([CH2:23][OH:24])[CH:20]=[CH:19][C:16]=43)[CH:10]=2)=[N:7][CH:6]=[N:5]1)([CH3:3])[CH3:2].ClC(Cl)(Cl)[C:27]([N:29]=C=O)=[O:28].C(N(CC)CC)C. The catalyst is C1COCC1.O. The product is [C:27](=[O:28])([O:24][CH2:23][C:21]1[CH:20]=[CH:19][C:16]2[C:17]3[N:11]([CH:10]=[C:9]([C:8]4[N:4]([CH:1]([CH3:3])[CH3:2])[N:5]=[CH:6][N:7]=4)[N:18]=3)[CH2:12][CH2:13][O:14][C:15]=2[CH:22]=1)[NH2:29]. The yield is 0.830.